Dataset: Reaction yield outcomes from USPTO patents with 853,638 reactions. Task: Predict the reaction yield, written as a fraction of the theoretical maximum amount of product (1.0 means a 100% yield; for example, 0.34 means a 34% yield). (1) The catalyst is O1CCOCC1. The product is [ClH:18].[NH2:1][C@H:2]([C:7]1[CH:12]=[CH:11][CH:10]=[C:9]([N+:13]([O-:15])=[O:14])[CH:8]=1)[CH2:3][C:4]([O:6][CH2:20][CH3:21])=[O:5]. The reactants are [NH2:1][C@H:2]([C:7]1[CH:12]=[CH:11][CH:10]=[C:9]([N+:13]([O-:15])=[O:14])[CH:8]=1)[CH2:3][C:4]([OH:6])=[O:5].S(Cl)([Cl:18])=O.[CH2:20](O)[CH3:21].Cl. The yield is 0.920. (2) The reactants are C([N:8]1[CH2:13][CH2:12][CH:11]([N:14]2[CH2:19][C:18]3[CH:20]=[CH:21][CH:22]=[CH:23][C:17]=3[NH:16][S:15]2(=[O:25])=[O:24])[CH2:10][CH2:9]1)C1C=CC=CC=1. The yield is 0.750. The product is [NH:8]1[CH2:9][CH2:10][CH:11]([N:14]2[CH2:19][C:18]3[CH:20]=[CH:21][CH:22]=[CH:23][C:17]=3[NH:16][S:15]2(=[O:25])=[O:24])[CH2:12][CH2:13]1. The catalyst is CO.[Pd].